Task: Predict the reaction yield, written as a fraction of the theoretical maximum amount of product (1.0 means a 100% yield; for example, 0.34 means a 34% yield).. Dataset: Reaction yield outcomes from USPTO patents with 853,638 reactions The reactants are [CH3:1][C:2]1[C:6]([CH2:7][N:8]2[CH:12]=[C:11]([N:13]3[C:17](=[O:18])[CH2:16][N:15]([CH2:19]COC4C=CC=CC=4)[C:14]3=[O:28])[CH:10]=[N:9]2)=[C:5]([CH3:29])[O:4][N:3]=1.BrC[C:32]1[CH:33]=[C:34]([CH:39]=[CH:40][CH:41]=1)[C:35]([O:37]C)=[O:36].C(=O)([O-])[O-].[Cs+].[Cs+]. The catalyst is CN(C=O)C.Cl. The product is [CH3:1][C:2]1[C:6]([CH2:7][N:8]2[CH:12]=[C:11]([N:13]3[C:17](=[O:18])[CH2:16][N:15]([CH2:19][C:32]4[CH:33]=[C:34]([CH:39]=[CH:40][CH:41]=4)[C:35]([OH:37])=[O:36])[C:14]3=[O:28])[CH:10]=[N:9]2)=[C:5]([CH3:29])[O:4][N:3]=1. The yield is 0.830.